From a dataset of Forward reaction prediction with 1.9M reactions from USPTO patents (1976-2016). Predict the product of the given reaction. (1) Given the reactants [Cl:1][C:2]1[CH:3]=[N:4][CH:5]=[C:6]([Cl:20])[C:7]=1[S:8][C:9]1[S:13][C:12]([C:14](Cl)=[O:15])=[CH:11][C:10]=1[N+:17]([O-:19])=[O:18].[NH2:21][C:22]1[CH:27]=[CH:26][C:25]([C:28](=[O:30])[CH3:29])=[CH:24][CH:23]=1, predict the reaction product. The product is: [C:28]([C:25]1[CH:26]=[CH:27][C:22]([NH:21][C:14]([C:12]2[S:13][C:9]([S:8][C:7]3[C:2]([Cl:1])=[CH:3][N:4]=[CH:5][C:6]=3[Cl:20])=[C:10]([N+:17]([O-:19])=[O:18])[CH:11]=2)=[O:15])=[CH:23][CH:24]=1)(=[O:30])[CH3:29]. (2) Given the reactants ClCC1C=CC(C#N)=CC=1.Br[CH2:12][C:13]1[O:14][C:15]([C:18]([F:21])([F:20])[F:19])=[CH:16][CH:17]=1.[CH2:22]([NH:29][C:30]([C:32]1[S:36][C:35]([N:37]2[CH2:41][CH2:40][NH:39][C:38]2=[O:42])=[N:34][C:33]=1[CH3:43])=[O:31])[C:23]1[CH:28]=[CH:27][CH:26]=[CH:25][CH:24]=1, predict the reaction product. The product is: [CH2:22]([NH:29][C:30]([C:32]1[S:36][C:35]([N:37]2[CH2:41][CH2:40][N:39]([CH2:12][C:13]3[O:14][C:15]([C:18]([F:21])([F:20])[F:19])=[CH:16][CH:17]=3)[C:38]2=[O:42])=[N:34][C:33]=1[CH3:43])=[O:31])[C:23]1[CH:28]=[CH:27][CH:26]=[CH:25][CH:24]=1. (3) Given the reactants [C:1]([C:5]1[NH:9][C:8]([C:10]2[CH:11]=[C:12]([Cl:24])[C:13]([NH:16][C:17]3[CH:22]=[CH:21][C:20]([Cl:23])=[CH:19][CH:18]=3)=[N:14][CH:15]=2)=[N:7][CH:6]=1)([CH3:4])([CH3:3])[CH3:2].[H-].[Na+].I[CH3:28], predict the reaction product. The product is: [C:1]([C:5]1[N:9]=[C:8]([C:10]2[CH:11]=[C:12]([Cl:24])[C:13]([NH:16][C:17]3[CH:18]=[CH:19][C:20]([Cl:23])=[CH:21][CH:22]=3)=[N:14][CH:15]=2)[N:7]([CH3:28])[CH:6]=1)([CH3:4])([CH3:2])[CH3:3]. (4) Given the reactants [CH:1]([O:4][C:5]1[CH:10]=[CH:9][C:8]([CH2:11]O)=[CH:7][CH:6]=1)([CH3:3])[CH3:2].[H-].[Na+].CS([O:19][CH2:20][CH2:21][O:22][C:23]1[CH:28]=[CH:27][C:26]([CH2:29][CH2:30][N:31]2[CH2:35][C@@H:34]([C:36]3[CH:47]=[CH:46][C:39]4[O:40][C:41]([CH3:45])([CH3:44])[O:42][CH2:43][C:38]=4[CH:37]=3)[O:33][C:32]2=[O:48])=[CH:25][CH:24]=1)(=O)=O, predict the reaction product. The product is: [CH3:44][C:41]1([CH3:45])[O:40][C:39]2[CH:46]=[CH:47][C:36]([C@H:34]3[O:33][C:32](=[O:48])[N:31]([CH2:30][CH2:29][C:26]4[CH:27]=[CH:28][C:23]([O:22][CH2:21][CH2:20][O:19][CH2:11][C:8]5[CH:9]=[CH:10][C:5]([O:4][CH:1]([CH3:3])[CH3:2])=[CH:6][CH:7]=5)=[CH:24][CH:25]=4)[CH2:35]3)=[CH:37][C:38]=2[CH2:43][O:42]1.